From a dataset of Forward reaction prediction with 1.9M reactions from USPTO patents (1976-2016). Predict the product of the given reaction. (1) Given the reactants C(N(S(F)(F)[F:7])CC)C.[C:10]([O:14][C:15]([N:17]1[CH2:29][C@@H:28]([CH3:30])[N:27]2[C@H:19]([CH2:20][C:21]3[C:26]2=[N:25][C:24]([CH2:31]OCCO)=[CH:23][CH:22]=3)[CH2:18]1)=[O:16])([CH3:13])([CH3:12])[CH3:11], predict the reaction product. The product is: [C:10]([O:14][C:15]([N:17]1[CH2:29][C@@H:28]([CH3:30])[N:27]2[C@H:19]([CH2:20][C:21]3[C:26]2=[N:25][C:24]([CH2:31][F:7])=[CH:23][CH:22]=3)[CH2:18]1)=[O:16])([CH3:13])([CH3:12])[CH3:11]. (2) The product is: [Br:19][C:16]1[CH:17]=[CH:18][C:13]2[N:14]([CH:2]=[C:3]([CH2:4][CH2:5][C:6]([O:8][CH2:9][CH3:10])=[O:7])[N:12]=2)[CH:15]=1. Given the reactants Cl[CH2:2][CH2:3][C:4](=O)[CH2:5][C:6]([O:8][CH2:9][CH3:10])=[O:7].[NH2:12][C:13]1[CH:18]=[CH:17][C:16]([Br:19])=[CH:15][N:14]=1, predict the reaction product.